Dataset: Reaction yield outcomes from USPTO patents with 853,638 reactions. Task: Predict the reaction yield, written as a fraction of the theoretical maximum amount of product (1.0 means a 100% yield; for example, 0.34 means a 34% yield). (1) The reactants are [Cl:1][C:2]1[N:7]=[CH:6][C:5]([S:8]([NH:11][CH:12]2[CH2:16][CH2:15][CH2:14][CH2:13]2)(=[O:10])=[O:9])=[CH:4][CH:3]=1.Br[CH2:18][C:19]([O:21][CH3:22])=[O:20].C([O-])([O-])=O.[K+].[K+]. The catalyst is CC#N. The product is [Cl:1][C:2]1[N:7]=[CH:6][C:5]([S:8]([N:11]([CH:12]2[CH2:16][CH2:15][CH2:14][CH2:13]2)[CH2:18][C:19]([O:21][CH3:22])=[O:20])(=[O:10])=[O:9])=[CH:4][CH:3]=1. The yield is 0.930. (2) The reactants are CO[CH:3](OC)[N:4]([CH3:6])[CH3:5].[CH3:9][O:10][C:11]([O:15][CH3:16])(C)[CH:12]=[O:13].[CH2:17](O)C(C)C. The product is [CH3:5][N:4]([CH3:6])/[CH:3]=[CH:17]/[C:12](=[O:13])[CH:11]([O:15][CH3:16])[O:10][CH3:9]. The yield is 0.480. No catalyst specified. (3) The reactants are [CH3:1][C:2]1[CH:37]=[CH:36][CH:35]=[CH:34][C:3]=1[CH2:4][O:5][C:6]1[CH:7]=[C:8]([CH:22]=[C:23]([O:25][CH2:26][C:27]2[CH:32]=[CH:31][CH:30]=[CH:29][C:28]=2[CH3:33])[CH:24]=1)[C:9]([NH:11][C:12]1[N:17]=[CH:16][C:15]([C:18]([O:20]C)=[O:19])=[CH:14][CH:13]=1)=[O:10].CO.O.[OH-].[Na+]. The catalyst is C1COCC1. The product is [CH3:33][C:28]1[CH:29]=[CH:30][CH:31]=[CH:32][C:27]=1[CH2:26][O:25][C:23]1[CH:22]=[C:8]([CH:7]=[C:6]([O:5][CH2:4][C:3]2[CH:34]=[CH:35][CH:36]=[CH:37][C:2]=2[CH3:1])[CH:24]=1)[C:9]([NH:11][C:12]1[N:17]=[CH:16][C:15]([C:18]([OH:20])=[O:19])=[CH:14][CH:13]=1)=[O:10]. The yield is 0.940. (4) The reactants are [C:1]([C:3]1[CH:11]=[C:7]([C:8]([OH:10])=O)[C:6]([OH:12])=[CH:5][CH:4]=1)#[N:2].[F:13][C:14]([F:27])([F:26])[C:15]1[CH:16]=[C:17]([CH:19]=[C:20]([C:22]([F:25])([F:24])[F:23])[CH:21]=1)[NH2:18]. No catalyst specified. The product is [F:13][C:14]([F:26])([F:27])[C:15]1[CH:16]=[C:17]([NH:18][C:8](=[O:10])[C:7]2[CH:11]=[C:3]([C:1]#[N:2])[CH:4]=[CH:5][C:6]=2[OH:12])[CH:19]=[C:20]([C:22]([F:23])([F:25])[F:24])[CH:21]=1. The yield is 0.166. (5) The reactants are [CH3:1][O:2][C:3]([C:5]1[S:6][C:7]([C:27]2[CH:32]=[CH:31][CH:30]=[CH:29][CH:28]=2)=[CH:8][C:9]=1[N:10]([CH:20]1[CH2:25][CH2:24][CH:23]([OH:26])[CH2:22][CH2:21]1)[C:11]([CH:13]1[CH2:18][CH2:17][CH:16]([CH3:19])[CH2:15][CH2:14]1)=[O:12])=[O:4].[N+:33]([C:36]1[CH:44]=[CH:43][C:39]([C:40](O)=[O:41])=[CH:38][CH:37]=1)([O-:35])=[O:34].C1(P(C2C=CC=CC=2)C2C=CC=CC=2)C=CC=CC=1.N(C(OCC)=O)=NC(OCC)=O. The catalyst is C1C=CC=CC=1. The product is [CH3:1][O:2][C:3]([C:5]1[S:6][C:7]([C:27]2[CH:28]=[CH:29][CH:30]=[CH:31][CH:32]=2)=[CH:8][C:9]=1[N:10]([C:11]([CH:13]1[CH2:18][CH2:17][CH:16]([CH3:19])[CH2:15][CH2:14]1)=[O:12])[CH:20]1[CH2:25][CH2:24][CH:23]([O:26][C:40](=[O:41])[C:39]2[CH:38]=[CH:37][C:36]([N+:33]([O-:35])=[O:34])=[CH:44][CH:43]=2)[CH2:22][CH2:21]1)=[O:4]. The yield is 0.540. (6) The reactants are [C:1]1([NH2:8])[CH:6]=[CH:5][CH:4]=[CH:3][C:2]=1[NH2:7].[Br:9][C:10]1[CH:14]=[CH:13][S:12][C:11]=1[CH:15]=O. The catalyst is CN(C=O)C. The product is [Br:9][C:10]1[CH:14]=[CH:13][S:12][C:11]=1[C:15]1[NH:8][C:1]2[CH:6]=[CH:5][CH:4]=[CH:3][C:2]=2[N:7]=1. The yield is 0.480. (7) The reactants are [F:1][C:2]([F:7])([F:6])[C:3]([OH:5])=[O:4].FC(F)(F)C(O)=O.[Cl:15][C:16]1[CH:17]=[N:18][C:19]2[NH:20][C:21]3[CH:22]=[CH:23][CH:24]=[C:25]([CH:46]=3)[CH2:26][CH2:27][C:28]3[CH:36]=[C:32]([NH:33][C:34]=1[N:35]=2)[CH:31]=[CH:30][C:29]=3[NH:37][C:38]([CH:40]1[CH2:45][CH2:44][NH:43][CH2:42][CH2:41]1)=[O:39].[N:47]([C:50]1[CH:55]=[CH:54][CH:53]=[CH:52][C:51]=1[S:56][CH3:57])=[C:48]=[O:49]. No catalyst specified. The product is [F:1][C:2]([F:7])([F:6])[C:3]([OH:5])=[O:4].[Cl:15][C:16]1[CH:17]=[N:18][C:19]2[NH:20][C:21]3[CH:22]=[CH:23][CH:24]=[C:25]([CH:46]=3)[CH2:26][CH2:27][C:28]3[CH:36]=[C:32]([NH:33][C:34]=1[N:35]=2)[CH:31]=[CH:30][C:29]=3[NH:37][C:38]([CH:40]1[CH2:45][CH2:44][N:43]([C:48]([NH:47][C:50]2[CH:55]=[CH:54][CH:53]=[CH:52][C:51]=2[S:56][CH3:57])=[O:49])[CH2:42][CH2:41]1)=[O:39]. The yield is 0.490. (8) The reactants are Cl[C:2]1[CH:7]=[C:6]([C:8]2[CH:13]=[CH:12][CH:11]=[CH:10][CH:9]=2)[N:5]=[CH:4][N:3]=1.[CH3:14][C:15]1[CH:20]=[CH:19][CH:18]=[C:17]([CH3:21])[C:16]=1B(O)O.C(=O)([O-])[O-].[Na+].[Na+].CN(C)C=O. The catalyst is Cl[Pd](Cl)([P](C1C=CC=CC=1)(C1C=CC=CC=1)C1C=CC=CC=1)[P](C1C=CC=CC=1)(C1C=CC=CC=1)C1C=CC=CC=1.O. The product is [C:8]1([C:6]2[CH:7]=[C:2]([C:16]3[C:15]([CH3:14])=[CH:20][CH:19]=[CH:18][C:17]=3[CH3:21])[N:3]=[CH:4][N:5]=2)[CH:9]=[CH:10][CH:11]=[CH:12][CH:13]=1. The yield is 0.230. (9) The reactants are [CH3:1][O:2][CH2:3][CH2:4][NH:5][C:6]1[N:11]=[CH:10][C:9]([CH:12]([CH3:16])[C:13]([OH:15])=O)=[CH:8][CH:7]=1.CCN(C(C)C)C(C)C.ON1C2C=CC=CC=2N=N1.CN(C(ON1N=NC2C=CC=CC1=2)=[N+](C)C)C.[B-](F)(F)(F)F.[CH3:58][CH:59]1[CH2:64][CH2:63][N:62]([C:65]2[C:70]([CH2:71][NH2:72])=[CH:69][CH:68]=[C:67]([C:73]([F:76])([F:75])[F:74])[N:66]=2)[CH2:61][CH2:60]1. The catalyst is O1CCCC1.CN(C=O)C. The product is [CH3:1][O:2][CH2:3][CH2:4][NH:5][C:6]1[N:11]=[CH:10][C:9]([CH:12]([CH3:16])[C:13]([NH:72][CH2:71][C:70]2[C:65]([N:62]3[CH2:63][CH2:64][CH:59]([CH3:58])[CH2:60][CH2:61]3)=[N:66][C:67]([C:73]([F:76])([F:74])[F:75])=[CH:68][CH:69]=2)=[O:15])=[CH:8][CH:7]=1. The yield is 0.320.